From a dataset of Full USPTO retrosynthesis dataset with 1.9M reactions from patents (1976-2016). Predict the reactants needed to synthesize the given product. (1) Given the product [C:1]1([P:7]([C:10]2[CH:15]=[CH:14][CH:13]=[CH:12][CH:11]=2)(=[O:8])[O-:9])[CH:2]=[CH:3][CH:4]=[CH:5][CH:6]=1.[CH2:17]([N+:19]([CH2:24][CH3:25])([CH2:22][CH3:23])[CH2:20][CH3:21])[CH3:18], predict the reactants needed to synthesize it. The reactants are: [C:1]1([P:7]([C:10]2[CH:15]=[CH:14][CH:13]=[CH:12][CH:11]=2)(=[O:9])[OH:8])[CH:6]=[CH:5][CH:4]=[CH:3][CH:2]=1.[OH-].[CH2:17]([N+:19]([CH2:24][CH3:25])([CH2:22][CH3:23])[CH2:20][CH3:21])[CH3:18]. (2) Given the product [CH3:21][N:4]([CH3:3])[CH:5]1[CH2:20][C:19]2[C:7](=[CH:8][C:9]3[N+:14]([O-:15])=[N:13][C:12]([CH2:16][CH3:17])=[N+:11]([O-:23])[C:10]=3[CH:18]=2)[CH2:6]1, predict the reactants needed to synthesize it. The reactants are: OO.[CH3:3][N:4]([CH3:21])[CH:5]1[CH2:20][C:19]2[C:7](=[CH:8][C:9]3[N+:14]([O-:15])=[N:13][C:12]([CH2:16][CH3:17])=[N:11][C:10]=3[CH:18]=2)[CH2:6]1.C(O)(C(F)(F)F)=[O:23].N. (3) Given the product [I:24][C:6]1[N:5]2[N:9]=[C:10]([C:12]3([CH2:15][NH:16][C:17]([N:19]4[CH2:23][CH2:22][CH2:21][CH2:20]4)=[O:18])[CH2:14][CH2:13]3)[N:11]=[C:4]2[C:3]([O:2][CH3:1])=[CH:8][CH:7]=1, predict the reactants needed to synthesize it. The reactants are: [CH3:1][O:2][C:3]1[C:4]2[N:5]([N:9]=[C:10]([C:12]3([CH2:15][NH:16][C:17]([N:19]4[CH2:23][CH2:22][CH2:21][CH2:20]4)=[O:18])[CH2:14][CH2:13]3)[N:11]=2)[CH:6]=[CH:7][CH:8]=1.[I:24]N1C(=O)CCC1=O.B(F)(F)F.[O-]S([O-])(=S)=O.[Na+].[Na+]. (4) The reactants are: [C:1]([N:4]1[CH2:8][CH2:7][CH:6]([NH:9][C:10](=[O:16])[O:11][C:12]([CH3:15])([CH3:14])[CH3:13])[CH2:5]1)(=[O:3])[CH3:2].[C:17](Cl)(=O)CC. Given the product [C:1]([N:4]1[CH2:8][CH2:7][CH:6]([NH:9][C:10](=[O:16])[O:11][C:12]([CH3:15])([CH3:14])[CH3:13])[CH2:5]1)(=[O:3])[CH2:2][CH3:17], predict the reactants needed to synthesize it. (5) Given the product [CH3:1][C:4]1[CH:15]=[CH:14][C:7]2[O:8][CH:9]([C:11](=[O:13])[CH2:12][CH3:16])[O:10][C:6]=2[CH:5]=1, predict the reactants needed to synthesize it. The reactants are: [CH2:1]([C:4]1[CH:15]=[CH:14][C:7]2[O:8][CH:9]([C:11](=[O:13])[CH3:12])[O:10][C:6]=2[CH:5]=1)CC.[CH2:16]([Li])C. (6) Given the product [C:15]([O:19][C:20]([N:22]1[CH2:27][CH2:26][C:25]([CH2:10][C:9]([O:12][CH2:13][CH3:14])=[O:11])([OH:28])[CH2:24][CH2:23]1)=[O:21])([CH3:18])([CH3:16])[CH3:17], predict the reactants needed to synthesize it. The reactants are: [Li+].CC([N-]C(C)C)C.[C:9]([O:12][CH2:13][CH3:14])(=[O:11])[CH3:10].[C:15]([O:19][C:20]([N:22]1[CH2:27][CH2:26][C:25](=[O:28])[CH2:24][CH2:23]1)=[O:21])([CH3:18])([CH3:17])[CH3:16].[Cl-].[NH4+].